This data is from Full USPTO retrosynthesis dataset with 1.9M reactions from patents (1976-2016). The task is: Predict the reactants needed to synthesize the given product. (1) Given the product [CH:34]([CH:14]1[C:15]2[CH:16]=[C:17]([C:24]([OH:26])=[O:25])[CH:18]=[CH:19][C:20]=2[C:21]2[C:13]1=[CH:12][C:11]([C:9]([OH:10])=[O:8])=[CH:23][CH:22]=2)=[O:35], predict the reactants needed to synthesize it. The reactants are: C([O:8][C:9]([C:11]1[CH:23]=[CH:22][C:21]2[C:20]3[C:15](=[CH:16][C:17]([C:24]([O:26]CC4C=CC=CC=4)=[O:25])=[CH:18][CH:19]=3)[CH:14]([CH:34]=[O:35])[C:13]=2[CH:12]=1)=[O:10])C1C=CC=CC=1.[H][H]. (2) Given the product [O:18]1[C:14]2[CH:13]=[CH:12][C:11]([CH2:10][CH2:9][N:6]3[CH2:7][CH2:8][C@@H:4]([C:3]([C:27]4[CH:32]=[CH:31][CH:30]=[CH:29][CH:28]=4)([C:21]4[CH:26]=[CH:25][CH:24]=[CH:23][CH:22]=4)[C:1]#[N:2])[CH2:5]3)=[CH:19][C:15]=2[CH2:16][CH2:17]1, predict the reactants needed to synthesize it. The reactants are: [C:1]([C:3]([C:27]1[CH:32]=[CH:31][CH:30]=[CH:29][CH:28]=1)([C:21]1[CH:26]=[CH:25][CH:24]=[CH:23][CH:22]=1)[C@@H:4]1[CH2:8][CH2:7][N:6]([C:9](=O)[CH2:10][C:11]2[CH:12]=[CH:13][C:14]3[O:18][CH2:17][CH2:16][C:15]=3[CH:19]=2)[CH2:5]1)#[N:2].C1(C)C=CC=CC=1.[BH4-].[Na+].[B-](F)(F)(F)[O+]1CCCC1.N1CCNCC1. (3) Given the product [O:9]1[CH:10]=[CH:11][N:12]=[C:8]1[C:6]1[N:5]=[C:4]2[CH2:13][CH2:14][CH2:15][C:3]2=[C:2]([NH:16][C:17]2[CH:18]=[CH:19][C:20]([CH2:23][C:24]([O:26][CH2:27][CH3:28])=[O:25])=[CH:21][CH:22]=2)[CH:7]=1, predict the reactants needed to synthesize it. The reactants are: Cl[C:2]1[CH:7]=[C:6]([C:8]2[O:9][CH:10]=[CH:11][N:12]=2)[N:5]=[C:4]2[CH2:13][CH2:14][CH2:15][C:3]=12.[NH2:16][C:17]1[CH:22]=[CH:21][C:20]([CH2:23][C:24]([O:26][CH2:27][CH3:28])=[O:25])=[CH:19][CH:18]=1. (4) Given the product [CH2:19]([O:18][C:15]1[CH:16]=[CH:17][C:12]2[C:10]([CH:4]3[CH2:9][CH2:8][CH2:7][CH2:6][CH2:5]3)=[N:2][O:3][C:13]=2[CH:14]=1)[C:20]1[CH:25]=[CH:24][CH:23]=[CH:22][CH:21]=1, predict the reactants needed to synthesize it. The reactants are: Cl.[NH2:2][OH:3].[CH:4]1([C:10]([C:12]2[CH:17]=[CH:16][C:15]([O:18][CH2:19][C:20]3[CH:25]=[CH:24][CH:23]=[CH:22][CH:21]=3)=[CH:14][C:13]=2F)=O)[CH2:9][CH2:8][CH2:7][CH2:6][CH2:5]1.[OH-].[Na+].[OH-].[K+]. (5) Given the product [F:18][C:16]1([CH2:19][NH:20][C:21](=[O:27])[O:22][C:23]([CH3:25])([CH3:24])[CH3:26])[CH2:15][NH:14][CH2:17]1, predict the reactants needed to synthesize it. The reactants are: C([N:14]1[CH2:17][C:16]([CH2:19][NH:20][C:21](=[O:27])[O:22][C:23]([CH3:26])([CH3:25])[CH3:24])([F:18])[CH2:15]1)(C1C=CC=CC=1)C1C=CC=CC=1. (6) Given the product [CH:6]1([CH2:5][CH:4]([N:11]2[C:16](=[O:17])[CH:15]=[C:14]([CH2:18][C:19]3[CH:24]=[CH:23][CH:22]=[CH:21][C:20]=3[C:25]([F:27])([F:28])[F:26])[CH:13]=[N:12]2)[C:3]([OH:29])=[O:2])[CH2:7][CH2:8][CH2:9][CH2:10]1, predict the reactants needed to synthesize it. The reactants are: C[O:2][C:3](=[O:29])[CH:4]([N:11]1[C:16](=[O:17])[CH:15]=[C:14]([CH2:18][C:19]2[CH:24]=[CH:23][CH:22]=[CH:21][C:20]=2[C:25]([F:28])([F:27])[F:26])[CH:13]=[N:12]1)[CH2:5][CH:6]1[CH2:10][CH2:9][CH2:8][CH2:7]1.[OH-].[Na+].O.Cl. (7) Given the product [N+:49]([C:52]1[CH:57]=[CH:56][C:55]([S:58]([O:1][CH2:2][CH2:3][CH2:4][C@H:5]([C:35]([O:37][C:38]([CH3:41])([CH3:40])[CH3:39])=[O:36])[CH2:6][C@@H:7]([C:28]([O:30][C:31]([CH3:33])([CH3:34])[CH3:32])=[O:29])[NH:8][C:9]([C:10]2[CH:15]=[CH:14][CH:13]=[CH:12][CH:11]=2)([C:22]2[CH:27]=[CH:26][CH:25]=[CH:24][CH:23]=2)[C:16]2[CH:17]=[CH:18][CH:19]=[CH:20][CH:21]=2)(=[O:60])=[O:59])=[CH:54][C:53]=1[C:62]([F:65])([F:63])[F:64])([O-:51])=[O:50], predict the reactants needed to synthesize it. The reactants are: [OH:1][CH2:2][CH2:3][CH2:4][C@H:5]([C:35]([O:37][C:38]([CH3:41])([CH3:40])[CH3:39])=[O:36])[CH2:6][C@@H:7]([C:28]([O:30][C:31]([CH3:34])([CH3:33])[CH3:32])=[O:29])[NH:8][C:9]([C:22]1[CH:27]=[CH:26][CH:25]=[CH:24][CH:23]=1)([C:16]1[CH:21]=[CH:20][CH:19]=[CH:18][CH:17]=1)[C:10]1[CH:15]=[CH:14][CH:13]=[CH:12][CH:11]=1.C(N(CC)CC)C.[N+:49]([C:52]1[CH:57]=[CH:56][C:55]([S:58](Cl)(=[O:60])=[O:59])=[CH:54][C:53]=1[C:62]([F:65])([F:64])[F:63])([O-:51])=[O:50].O. (8) Given the product [CH3:20][C:18]1[NH:17][N:16]=[C:15]([NH:14][C:4]2[N:3]=[C:2]([NH:21][C:22]3[CH:29]=[CH:28][C:25]([C:26]#[N:27])=[CH:24][CH:23]=3)[C:11]3[C:6]([CH:5]=2)=[CH:7][CH:8]=[C:9]([O:12][CH3:13])[CH:10]=3)[CH:19]=1, predict the reactants needed to synthesize it. The reactants are: Cl[C:2]1[C:11]2[C:6](=[CH:7][CH:8]=[C:9]([O:12][CH3:13])[CH:10]=2)[CH:5]=[C:4]([NH:14][C:15]2[CH:19]=[C:18]([CH3:20])[NH:17][N:16]=2)[N:3]=1.[NH2:21][C:22]1[CH:29]=[CH:28][C:25]([C:26]#[N:27])=[CH:24][CH:23]=1.